This data is from TCR-epitope binding with 47,182 pairs between 192 epitopes and 23,139 TCRs. The task is: Binary Classification. Given a T-cell receptor sequence (or CDR3 region) and an epitope sequence, predict whether binding occurs between them. (1) The epitope is ILHCANFNV. The TCR CDR3 sequence is CASSLFHGTAFGYTF. Result: 1 (the TCR binds to the epitope). (2) The epitope is FLLNKEMYL. The TCR CDR3 sequence is CASSSPTSGNTDTQYF. Result: 1 (the TCR binds to the epitope). (3) The epitope is DATYQRTRALVR. The TCR CDR3 sequence is CASSWTQGDEQYF. Result: 1 (the TCR binds to the epitope).